From a dataset of Reaction yield outcomes from USPTO patents with 853,638 reactions. Predict the reaction yield, written as a fraction of the theoretical maximum amount of product (1.0 means a 100% yield; for example, 0.34 means a 34% yield). (1) The product is [F:20][C:18]1[CH:17]=[CH:16][C:15]([N+:21]([O-:23])=[O:22])=[C:14]([CH:5]([C:4]([O:11][CH3:12])=[O:10])[C:6]([O:8][CH3:9])=[O:7])[CH:19]=1. The catalyst is C1(C)C=CC=CC=1.C1CCCCC1.CS(C)=O. The reactants are C[O-].[Na+].[C:4]([O:11][CH3:12])(=[O:10])[CH2:5][C:6]([O:8][CH3:9])=[O:7].F[C:14]1[CH:19]=[C:18]([F:20])[CH:17]=[CH:16][C:15]=1[N+:21]([O-:23])=[O:22].Cl. The yield is 0.640. (2) The reactants are [F:1][C:2]1[CH:7]=[C:6]([OH:8])[CH:5]=[CH:4][C:3]=1[N:9]1[C:13](I)=[C:12]([C:15]#[N:16])[C:11]([CH3:17])=[N:10]1.C([Sn](CCCC)(CCCC)[C:23]1[C:27]([CH3:28])=[CH:26][S:25][C:24]=1[CH3:29])CCC. The catalyst is Cl[Pd](Cl)([P](C1C=CC=CC=1)(C1C=CC=CC=1)C1C=CC=CC=1)[P](C1C=CC=CC=1)(C1C=CC=CC=1)C1C=CC=CC=1. The product is [CH3:29][C:24]1[S:25][CH:26]=[C:27]([CH3:28])[C:23]=1[C:13]1[N:9]([C:3]2[CH:4]=[CH:5][C:6]([OH:8])=[CH:7][C:2]=2[F:1])[N:10]=[C:11]([CH3:17])[C:12]=1[C:15]#[N:16]. The yield is 0.340.